This data is from Catalyst prediction with 721,799 reactions and 888 catalyst types from USPTO. The task is: Predict which catalyst facilitates the given reaction. Reactant: [C:1]([C:5]1[N:9]([CH2:10][CH:11]2[CH2:16][CH2:15][C:14]([F:18])([F:17])[CH2:13][CH2:12]2)[C:8]2[CH:19]=[CH:20][C:21]([S:23]([N:26]3[CH2:29][CH:28]([OH:30])[CH2:27]3)(=[O:25])=[O:24])=[CH:22][C:7]=2[N:6]=1)([CH3:4])([CH3:3])[CH3:2].C(N(CC)CC)C.[CH2:38]([N:40]=[C:41]=[O:42])[CH3:39]. Product: [CH2:38]([NH:40][C:41](=[O:42])[O:30][CH:28]1[CH2:27][N:26]([S:23]([C:21]2[CH:20]=[CH:19][C:8]3[N:9]([CH2:10][CH:11]4[CH2:16][CH2:15][C:14]([F:17])([F:18])[CH2:13][CH2:12]4)[C:5]([C:1]([CH3:4])([CH3:2])[CH3:3])=[N:6][C:7]=3[CH:22]=2)(=[O:25])=[O:24])[CH2:29]1)[CH3:39]. The catalyst class is: 4.